From a dataset of Forward reaction prediction with 1.9M reactions from USPTO patents (1976-2016). Predict the product of the given reaction. (1) Given the reactants [NH:1]1[C:9]2[C:4](=CC=CC=2)[CH:3]=[CH:2]1.C([N:17]1[C:29]2[C:28]([OH:30])=[C:27]3[N:31](C(OC(C)(C)C)=O)[C:32]4[CH:33]=[CH:34][C:35]([Cl:38])=[CH:36][C:37]=4[C:26]3=[CH:25][C:24]=2[C:23]2[C:18]1=[CH:19][CH:20]=[C:21]([Cl:46])[CH:22]=2)(OC(C)(C)C)=O.OC1CCN(C(OCCCC)=O)C1, predict the reaction product. The product is: [Cl:38][C:35]1[CH:36]=[C:37]2[C:32](=[CH:33][CH:34]=1)[NH:31][C:27]1[C:28]([O:30][CH:3]3[CH2:4][CH2:9][NH:1][CH2:2]3)=[C:29]3[NH:17][C:18]4[CH:19]=[CH:20][C:21]([Cl:46])=[CH:22][C:23]=4[C:24]3=[CH:25][C:26]2=1. (2) Given the reactants C([NH:5][S:6]([C:9]1[CH:10]=[C:11]([C:15]2[CH:20]=[CH:19][CH:18]=[C:17]([C:21]3[N:26]=[C:25]([C:27]([F:30])([F:29])[F:28])[CH:24]=[C:23]([C:31]4[CH:32]=[N:33][C:34]([C:37]([F:40])([F:39])[F:38])=[CH:35][CH:36]=4)[N:22]=3)[CH:16]=2)[CH:12]=[CH:13][CH:14]=1)(=[O:8])=[O:7])(C)(C)C.C(O)(C(F)(F)F)=O, predict the reaction product. The product is: [F:30][C:27]([F:28])([F:29])[C:25]1[CH:24]=[C:23]([C:31]2[CH:32]=[N:33][C:34]([C:37]([F:40])([F:39])[F:38])=[CH:35][CH:36]=2)[N:22]=[C:21]([C:17]2[CH:16]=[C:15]([C:11]3[CH:12]=[CH:13][CH:14]=[C:9]([S:6]([NH2:5])(=[O:8])=[O:7])[CH:10]=3)[CH:20]=[CH:19][CH:18]=2)[N:26]=1. (3) Given the reactants [O:1]=[C:2]1[C:11]2[C:6](=[CH:7][CH:8]=[CH:9][CH:10]=2)[C:5]2[CH2:12][C:13]3[CH:14]=[CH:15][C:16]([NH:19][C:20](=[O:23])[CH2:21]Cl)=[CH:17][C:18]=3[C:4]=2[NH:3]1.[CH3:24][N:25]1[CH2:30][CH2:29][NH:28][CH2:27][CH2:26]1, predict the reaction product. The product is: [O:1]=[C:2]1[C:11]2[C:6](=[CH:7][CH:8]=[CH:9][CH:10]=2)[C:5]2[CH2:12][C:13]3[CH:14]=[CH:15][C:16]([NH:19][C:20](=[O:23])[CH2:21][N:28]4[CH2:29][CH2:30][N:25]([CH3:24])[CH2:26][CH2:27]4)=[CH:17][C:18]=3[C:4]=2[NH:3]1. (4) Given the reactants [CH3:1][CH:2]([CH3:16])[CH2:3][NH:4][C:5]1[C:14]2[C:9](=[CH:10][CH:11]=[CH:12][N:13]=2)[N:8]=[CH:7][C:6]=1[NH2:15].[C:17]1(C)C=CC(S(O)(=O)=O)=C[CH:18]=1, predict the reaction product. The product is: [CH3:17][C:18]1[N:4]([CH2:3][CH:2]([CH3:16])[CH3:1])[C:5]2[C:14]3[N:13]=[CH:12][CH:11]=[CH:10][C:9]=3[N:8]=[CH:7][C:6]=2[N:15]=1. (5) Given the reactants [F:1][C:2]1[CH:3]=[C:4]2[C:8](=[CH:9][CH:10]=1)[NH:7][CH:6]=[CH:5]2.[Cl:11][C:12]1[CH:17]=[CH:16][C:15]([S:18](Cl)(=[O:20])=[O:19])=[CH:14][CH:13]=1.[OH-].[Na+].C1(C)C=CC=CC=1, predict the reaction product. The product is: [Cl:11][C:12]1[CH:17]=[CH:16][C:15]([S:18]([N:7]2[C:8]3[C:4](=[CH:3][C:2]([F:1])=[CH:10][CH:9]=3)[CH:5]=[CH:6]2)(=[O:20])=[O:19])=[CH:14][CH:13]=1. (6) The product is: [CH2:21]([O:28][C:29]1[CH:30]=[CH:31][C:32]([NH:33][C:8]2[C:9](=[O:10])[N:5]([C:1]([CH3:4])([CH3:3])[CH3:2])[S:6](=[O:19])(=[O:18])[C:7]=2[C:12]2[CH:17]=[CH:16][CH:15]=[CH:14][CH:13]=2)=[CH:34][CH:35]=1)[C:22]1[CH:23]=[CH:24][CH:25]=[CH:26][CH:27]=1. Given the reactants [C:1]([N:5]1[C:9](=[O:10])[C:8](Cl)=[C:7]([C:12]2[CH:17]=[CH:16][CH:15]=[CH:14][CH:13]=2)[S:6]1(=[O:19])=[O:18])([CH3:4])([CH3:3])[CH3:2].Cl.[CH2:21]([O:28][C:29]1[CH:35]=[CH:34][C:32]([NH2:33])=[CH:31][CH:30]=1)[C:22]1[CH:27]=[CH:26][CH:25]=[CH:24][CH:23]=1, predict the reaction product. (7) Given the reactants [Br:1][C:2]1[CH:7]=[CH:6][C:5]([NH:8][C:9]2[C:10]([CH:25]=[O:26])=[CH:11][C:12]3[N:16]([CH2:17][CH2:18][S:19]([CH3:22])(=[O:21])=[O:20])[CH:15]=[N:14][C:13]=3[C:23]=2[F:24])=[C:4]([Cl:27])[CH:3]=1.C([O-])([O-])=O.[K+].[K+].S([CH2:44][N+:45]#[C-:46])(C1C=CC(C)=CC=1)(=O)=O, predict the reaction product. The product is: [F:24][C:23]1[C:13]2[N:14]=[CH:15][NH:16][C:12]=2[CH:11]=[C:10]([C:25]2[O:26][CH:46]=[N:45][CH:44]=2)[C:9]=1[NH2:8].[Br:1][C:2]1[CH:7]=[CH:6][C:5]([NH:8][C:9]2[C:10]([C:25]3[O:26][CH:46]=[N:45][CH:44]=3)=[CH:11][C:12]3[N:16]([CH2:17][CH2:18][S:19]([CH3:22])(=[O:21])=[O:20])[CH:15]=[N:14][C:13]=3[C:23]=2[F:24])=[C:4]([Cl:27])[CH:3]=1. (8) Given the reactants C1C=CC(P(C2C=CC3C(=CC=CC=3)C=2C2C3C(=CC=CC=3)C=CC=2P(C2C=CC=CC=2)C2C=CC=CC=2)C2C=CC=CC=2)=CC=1.Br[C:48]1[CH:53]=[CH:52][C:51]([N:54]([C:63]2[S:64][CH:65]=[C:66]([C:68]3[CH:73]=[CH:72][C:71]([N:74]4[CH:78]=[CH:77][N:76]=[CH:75]4)=[CH:70][CH:69]=3)[N:67]=2)COCC[Si](C)(C)C)=[CH:50][CH:49]=1.[NH:79]1[CH2:84][CH2:83][CH2:82][CH2:81][CH2:80]1.CC([O-])(C)C.[Na+], predict the reaction product. The product is: [N:74]1([C:71]2[CH:70]=[CH:69][C:68]([C:66]3[N:67]=[C:63]([NH:54][C:51]4[CH:52]=[CH:53][C:48]([N:79]5[CH2:84][CH2:83][CH2:82][CH2:81][CH2:80]5)=[CH:49][CH:50]=4)[S:64][CH:65]=3)=[CH:73][CH:72]=2)[CH:78]=[CH:77][N:76]=[CH:75]1. (9) Given the reactants [Cl:1][C:2]1[C:3]2[C:10]([C:11]([F:14])([F:13])[F:12])=[CH:9][NH:8][C:4]=2[N:5]=[CH:6][N:7]=1.C([O-])([O-])=O.[K+].[K+].Br[CH2:22][CH:23]1[CH2:28][CH2:27][N:26]([C:29]([O:31][C:32]([CH3:35])([CH3:34])[CH3:33])=[O:30])[CH2:25][CH2:24]1, predict the reaction product. The product is: [Cl:1][C:2]1[C:3]2[C:10]([C:11]([F:14])([F:12])[F:13])=[CH:9][N:8]([CH2:22][CH:23]3[CH2:28][CH2:27][N:26]([C:29]([O:31][C:32]([CH3:33])([CH3:35])[CH3:34])=[O:30])[CH2:25][CH2:24]3)[C:4]=2[N:5]=[CH:6][N:7]=1.